Dataset: NCI-60 drug combinations with 297,098 pairs across 59 cell lines. Task: Regression. Given two drug SMILES strings and cell line genomic features, predict the synergy score measuring deviation from expected non-interaction effect. (1) Drug 1: CC(C1=C(C=CC(=C1Cl)F)Cl)OC2=C(N=CC(=C2)C3=CN(N=C3)C4CCNCC4)N. Drug 2: C1CC(C1)(C(=O)O)C(=O)O.[NH2-].[NH2-].[Pt+2]. Cell line: PC-3. Synergy scores: CSS=21.3, Synergy_ZIP=-6.14, Synergy_Bliss=-1.77, Synergy_Loewe=-0.248, Synergy_HSA=-0.150. (2) Drug 1: C(=O)(N)NO. Drug 2: C1CC(=O)NC(=O)C1N2C(=O)C3=CC=CC=C3C2=O. Cell line: SK-OV-3. Synergy scores: CSS=0.153, Synergy_ZIP=0.282, Synergy_Bliss=-0.938, Synergy_Loewe=-1.24, Synergy_HSA=-2.50. (3) Drug 1: CN1C2=C(C=C(C=C2)N(CCCl)CCCl)N=C1CCCC(=O)O.Cl. Drug 2: CC12CCC3C(C1CCC2OP(=O)(O)O)CCC4=C3C=CC(=C4)OC(=O)N(CCCl)CCCl.[Na+]. Cell line: SNB-75. Synergy scores: CSS=2.03, Synergy_ZIP=-2.79, Synergy_Bliss=-6.29, Synergy_Loewe=-11.9, Synergy_HSA=-8.24. (4) Drug 2: CC1C(C(CC(O1)OC2CC(CC3=C2C(=C4C(=C3O)C(=O)C5=CC=CC=C5C4=O)O)(C(=O)C)O)N)O. Cell line: SNB-19. Drug 1: N.N.Cl[Pt+2]Cl. Synergy scores: CSS=33.6, Synergy_ZIP=-0.312, Synergy_Bliss=-1.94, Synergy_Loewe=-42.1, Synergy_HSA=-1.49. (5) Drug 1: COC1=CC(=CC(=C1O)OC)C2C3C(COC3=O)C(C4=CC5=C(C=C24)OCO5)OC6C(C(C7C(O6)COC(O7)C8=CC=CS8)O)O. Drug 2: COCCOC1=C(C=C2C(=C1)C(=NC=N2)NC3=CC=CC(=C3)C#C)OCCOC.Cl. Cell line: HCC-2998. Synergy scores: CSS=29.9, Synergy_ZIP=5.84, Synergy_Bliss=7.55, Synergy_Loewe=-11.9, Synergy_HSA=4.62. (6) Drug 1: CC12CCC3C(C1CCC2=O)CC(=C)C4=CC(=O)C=CC34C. Drug 2: C1=CC=C(C(=C1)C(C2=CC=C(C=C2)Cl)C(Cl)Cl)Cl. Cell line: HOP-92. Synergy scores: CSS=16.9, Synergy_ZIP=1.34, Synergy_Bliss=0.511, Synergy_Loewe=-7.38, Synergy_HSA=0.426.